This data is from Reaction yield outcomes from USPTO patents with 853,638 reactions. The task is: Predict the reaction yield, written as a fraction of the theoretical maximum amount of product (1.0 means a 100% yield; for example, 0.34 means a 34% yield). (1) The reactants are [C:1]([O:5][C:6]([NH:8][CH2:9][CH2:10][N:11]([CH2:17][CH2:18][C:19]([O:21]CC1C=CC=CC=1)=[O:20])[CH2:12][CH2:13][C:14]([O-:16])=[O:15])=[O:7])([CH3:4])([CH3:3])[CH3:2].C(Cl)Cl. The catalyst is CCO.[Pd]. The product is [C:1]([O:5][C:6]([NH:8][CH2:9][CH2:10][N:11]([CH2:17][CH2:18][C:19]([OH:21])=[O:20])[CH2:12][CH2:13][C:14]([OH:16])=[O:15])=[O:7])([CH3:4])([CH3:2])[CH3:3]. The yield is 0.740. (2) The reactants are I[C:2]1[C:7]([O:8][CH3:9])=[CH:6][C:5]([C@@H:10]([O:15][CH2:16][C:17]2[C:18](=[O:32])[NH:19][C:20](=[O:31])[N:21]([CH:30]=2)[C@@H:22]2[O:29][C@H:26]([CH2:27][OH:28])[C@@H:24]([OH:25])[CH2:23]2)[C:11]([CH3:14])([CH3:13])[CH3:12])=[C:4]([N+:33]([O-:35])=[O:34])[CH:3]=1.[CH2:36]([N-:39][C:40](=[O:45])[C:41]([F:44])([F:43])[F:42])[C:37]#[CH:38].CCN(CC)CC. The catalyst is CN(C=O)C.[Pd].C1(P(C2C=CC=CC=2)C2C=CC=CC=2)C=CC=CC=1.C1(P(C2C=CC=CC=2)C2C=CC=CC=2)C=CC=CC=1.C1(P(C2C=CC=CC=2)C2C=CC=CC=2)C=CC=CC=1.C1(P(C2C=CC=CC=2)C2C=CC=CC=2)C=CC=CC=1.[Cu]I. The product is [CH3:9][O:8][C:7]1[C:2]([C:38]#[C:37][CH2:36][NH:39][C:40](=[O:45])[C:41]([F:44])([F:43])[F:42])=[CH:3][C:4]([N+:33]([O-:35])=[O:34])=[C:5]([C@@H:10]([O:15][CH2:16][C:17]2[C:18](=[O:32])[NH:19][C:20](=[O:31])[N:21]([CH:30]=2)[C@@H:22]2[O:29][C@H:26]([CH2:27][OH:28])[C@@H:24]([OH:25])[CH2:23]2)[C:11]([CH3:14])([CH3:12])[CH3:13])[CH:6]=1. The yield is 0.900. (3) The reactants are [Cl:1][C:2]1[CH:7]=[N:6][CH:5]=[C:4]([Sn](CCCC)(CCCC)CCCC)[N:3]=1.[Cl:21][C:22]1[CH:27]=[CH:26][CH:25]=[C:24]([F:28])[C:23]=1[C:29]1[CH:30]=[C:31]2[C:35](=[CH:36][CH:37]=1)[N:34]([S:38]([C:41]1[CH:47]=[CH:46][C:44]([CH3:45])=[CH:43][CH:42]=1)(=[O:40])=[O:39])[CH:33]=[C:32]2I. The catalyst is CN(C=O)C.[Cu]I.C1C=CC([P]([Pd]([P](C2C=CC=CC=2)(C2C=CC=CC=2)C2C=CC=CC=2)([P](C2C=CC=CC=2)(C2C=CC=CC=2)C2C=CC=CC=2)[P](C2C=CC=CC=2)(C2C=CC=CC=2)C2C=CC=CC=2)(C2C=CC=CC=2)C2C=CC=CC=2)=CC=1. The product is [Cl:21][C:22]1[CH:27]=[CH:26][CH:25]=[C:24]([F:28])[C:23]=1[C:29]1[CH:30]=[C:31]2[C:35](=[CH:36][CH:37]=1)[N:34]([S:38]([C:41]1[CH:42]=[CH:43][C:44]([CH3:45])=[CH:46][CH:47]=1)(=[O:39])=[O:40])[CH:33]=[C:32]2[C:4]1[CH:5]=[N:6][CH:7]=[C:2]([Cl:1])[N:3]=1. The yield is 0.910. (4) The reactants are [P:1]([OH:4])([OH:3])[OH:2].[CH3:5][Si:6]([CH3:13])([CH3:12])O[Si:6]([CH3:13])([CH3:12])[CH3:5].C1C=CC=CC=1. The catalyst is [Cl-].[Zn+2].[Cl-].O. The product is [CH3:5][Si:6]([O:2][PH:1](=[O:4])[O:3][Si:6]([CH3:13])([CH3:12])[CH3:5])([CH3:13])[CH3:12]. The yield is 0.570. (5) The reactants are [Br:1][C:2]1[CH:7]=[CH:6][CH:5]=[CH:4][C:3]=1[CH2:8][N:9]1[C:14](=[O:15])[C:13]([C:16]([NH:18][CH2:19][C:20]([O:22]CC)=[O:21])=[O:17])=[C:12]([OH:25])[C:11]([C:26]([O:28]C)=O)=[C:10]1[OH:30].[CH:31]1([NH2:37])[CH2:36][CH2:35][CH2:34][CH2:33][CH2:32]1.Cl. The catalyst is C(Cl)(Cl)Cl. The product is [Br:1][C:2]1[CH:7]=[CH:6][CH:5]=[CH:4][C:3]=1[CH2:8][N:9]1[C:10]([OH:30])=[C:11]([C:26]([NH:37][CH:31]2[CH2:36][CH2:35][CH2:34][CH2:33][CH2:32]2)=[O:28])[C:12]([OH:25])=[C:13]([C:16]([NH:18][CH2:19][C:20]([OH:22])=[O:21])=[O:17])[C:14]1=[O:15]. The yield is 0.750. (6) The reactants are [Cl:1][C:2]1[CH:7]=[CH:6][C:5]([O:8][C:9]2[CH:14]=[CH:13][C:12]([CH2:15][CH2:16]I)=[CH:11][CH:10]=2)=[CH:4][C:3]=1[C:18]([F:21])([F:20])[F:19].C([O-])([O-])=O.[K+].[K+].[N:28]1[CH:33]=[C:32]([CH2:34][C:35]2[C:36](=[O:42])[NH:37][C:38](=[S:41])[NH:39][CH:40]=2)[CH:31]=[N:30][CH:29]=1. The catalyst is CN(C=O)C. The product is [Cl:1][C:2]1[CH:7]=[CH:6][C:5]([O:8][C:9]2[CH:14]=[CH:13][C:12]([CH2:15][CH2:16][S:41][C:38]3[NH:39][CH:40]=[C:35]([CH2:34][C:32]4[CH:31]=[N:30][CH:29]=[N:28][CH:33]=4)[C:36](=[O:42])[N:37]=3)=[CH:11][CH:10]=2)=[CH:4][C:3]=1[C:18]([F:21])([F:20])[F:19]. The yield is 0.247.